Dataset: Full USPTO retrosynthesis dataset with 1.9M reactions from patents (1976-2016). Task: Predict the reactants needed to synthesize the given product. (1) Given the product [C:30]([OH:36])([C:32]([F:35])([F:34])[F:33])=[O:31].[F:33][C:32]([F:35])([F:34])[C:30]([OH:36])=[O:31].[F:33][C:32]([F:35])([F:34])[C:30]([OH:36])=[O:31].[NH:8]1[CH2:13][CH2:12][CH:11]([N:14]2[CH2:15][CH2:16][N:17]([C:20]([O:22][CH2:23][C:24]3[CH:29]=[CH:28][CH:27]=[CH:26][CH:25]=3)=[O:21])[CH2:18][CH2:19]2)[CH2:10][CH2:9]1, predict the reactants needed to synthesize it. The reactants are: CC(OC([N:8]1[CH2:13][CH2:12][CH:11]([N:14]2[CH2:19][CH2:18][N:17]([C:20]([O:22][CH2:23][C:24]3[CH:29]=[CH:28][CH:27]=[CH:26][CH:25]=3)=[O:21])[CH2:16][CH2:15]2)[CH2:10][CH2:9]1)=O)(C)C.[C:30]([OH:36])([C:32]([F:35])([F:34])[F:33])=[O:31]. (2) Given the product [CH3:1][N:2]1[C:10]2[C:5](=[CH:6][CH:7]=[CH:8][CH:9]=2)[C:4]([CH:17]([C:4]2[C:5]3[C:10](=[CH:9][CH:8]=[CH:7][CH:6]=3)[N:2]([CH3:1])[CH:3]=2)[C:14]2[CH:15]=[CH:16][C:11]([C:19]3[CH:24]=[CH:23][CH:22]=[CH:21][CH:20]=3)=[CH:12][CH:13]=2)=[CH:3]1, predict the reactants needed to synthesize it. The reactants are: [CH3:1][N:2]1[C:10]2[C:5](=[CH:6][CH:7]=[CH:8][CH:9]=2)[CH:4]=[CH:3]1.[C:11]1([C:19]2[CH:24]=[CH:23][CH:22]=[CH:21][CH:20]=2)[CH:16]=[CH:15][C:14]([CH:17]=O)=[CH:13][CH:12]=1. (3) Given the product [NH2:1][C:2]1[N:7]=[CH:6][C:5]([C:8]2[CH:16]=[CH:15][C:11]([C:12](=[O:14])[N:28]([CH2:29][CH2:30][N:31]([CH3:33])[CH3:32])[CH2:26][CH3:27])=[CH:10][CH:9]=2)=[CH:4][C:3]=1[C:17]([NH:18][C:19]1[CH:20]=[CH:21][N:22]=[CH:23][CH:24]=1)=[O:25], predict the reactants needed to synthesize it. The reactants are: [NH2:1][C:2]1[N:7]=[CH:6][C:5]([C:8]2[CH:16]=[CH:15][C:11]([C:12]([OH:14])=O)=[CH:10][CH:9]=2)=[CH:4][C:3]=1[C:17](=[O:25])[NH:18][C:19]1[CH:24]=[CH:23][N:22]=[CH:21][CH:20]=1.[CH2:26]([NH:28][CH2:29][CH2:30][N:31]([CH3:33])[CH3:32])[CH3:27]. (4) Given the product [NH2:36][C:37]1([C:41]2[CH:42]=[CH:43][C:44]([C:47]3[C:56](=[O:57])[C:55]4[C:50](=[C:51]([Br:60])[C:52]([O:58][CH3:59])=[CH:53][CH:54]=4)[O:49][C:48]=3[C:61]3[CH:66]=[CH:65][CH:64]=[CH:63][CH:62]=3)=[CH:45][CH:46]=2)[CH2:38][CH2:39][CH2:40]1, predict the reactants needed to synthesize it. The reactants are: NC1(C2C=CC(C3C(=O)C4C(=CC=C(F)C=4)OC=3C3C=CC=CC=3)=CC=2)CCC1.C(OC(=O)[NH:36][C:37]1([C:41]2[CH:46]=[CH:45][C:44]([C:47]3[C:56](=[O:57])[C:55]4[C:50](=[C:51]([Br:60])[C:52]([O:58][CH3:59])=[CH:53][CH:54]=4)[O:49][C:48]=3[C:61]3[CH:66]=[CH:65][CH:64]=[CH:63][CH:62]=3)=[CH:43][CH:42]=2)[CH2:40][CH2:39][CH2:38]1)(C)(C)C. (5) Given the product [OH:2][NH:1][C:9]([N:3]1[CH2:8][CH2:7][O:6][CH2:5][CH2:4]1)=[NH:10], predict the reactants needed to synthesize it. The reactants are: [NH2:1][OH:2].[N:3]1([C:9]#[N:10])[CH2:8][CH2:7][O:6][CH2:5][CH2:4]1. (6) Given the product [F:2][CH:3]([F:16])[O:4][C:5]1[CH:6]=[CH:7][C:8]([CH2:11][CH2:12][CH2:13][OH:14])=[CH:9][CH:10]=1, predict the reactants needed to synthesize it. The reactants are: B.[F:2][CH:3]([F:16])[O:4][C:5]1[CH:10]=[CH:9][C:8]([CH2:11][CH2:12][C:13](O)=[O:14])=[CH:7][CH:6]=1.